This data is from Reaction yield outcomes from USPTO patents with 853,638 reactions. The task is: Predict the reaction yield, written as a fraction of the theoretical maximum amount of product (1.0 means a 100% yield; for example, 0.34 means a 34% yield). (1) The reactants are [CH3:1][N:2]([C:4](=[Se:11])[C:5]1[CH:10]=[CH:9][CH:8]=[CH:7][CH:6]=1)[NH2:3].[CH3:12][NH:13][N:14]=[C:15]([C:19]([OH:21])=O)[C:16](O)=[O:17].[CH2:22](Cl)[CH2:23]Cl. The catalyst is C(Cl)Cl. The product is [CH3:1][N:2]([C:4]([C:23]1[CH:22]=[CH:7][CH:6]=[CH:5][CH:10]=1)=[Se:11])[NH:3][C:16](=[O:17])[C:15](=[N:14][NH:13][CH3:12])[C:19]([NH:3][N:2]([CH3:1])[C:4]([C:5]1[CH:6]=[CH:7][CH:8]=[CH:9][CH:10]=1)=[Se:11])=[O:21]. The yield is 0.615. (2) The reactants are [OH:1][C:2]1[CH:3]=[C:4]([CH:8]=[CH:9][C:10]=1[I:11])[C:5]([OH:7])=[O:6].[C:12]1(C)C=CC(S(O)(=O)=O)=CC=1.O. The catalyst is CO. The product is [OH:1][C:2]1[CH:3]=[C:4]([CH:8]=[CH:9][C:10]=1[I:11])[C:5]([O:7][CH3:12])=[O:6]. The yield is 0.760.